From a dataset of hERG Central: cardiac toxicity at 1µM, 10µM, and general inhibition. Predict hERG channel inhibition at various concentrations. The molecule is CC1(C(=O)N2CCN(c3ccc([N+](=O)[O-])cc3)CC2)CC1(Cl)Cl. Results: hERG_inhib (hERG inhibition (general)): blocker.